Dataset: Catalyst prediction with 721,799 reactions and 888 catalyst types from USPTO. Task: Predict which catalyst facilitates the given reaction. (1) Reactant: [C:1]([NH:4][C:5]1[C:10]([C:11]2[C:16]([CH3:17])=[CH:15][C:14]([O:18]CC3C=CC=CC=3)=[CH:13][C:12]=2[CH3:26])=[CH:9][C:8]([C:27]([O:29][CH2:30][CH3:31])=[O:28])=[CH:7][CH:6]=1)(=[O:3])[CH3:2]. Product: [C:1]([NH:4][C:5]1[C:10]([C:11]2[C:12]([CH3:26])=[CH:13][C:14]([OH:18])=[CH:15][C:16]=2[CH3:17])=[CH:9][C:8]([C:27]([O:29][CH2:30][CH3:31])=[O:28])=[CH:7][CH:6]=1)(=[O:3])[CH3:2]. The catalyst class is: 349. (2) Reactant: [CH:1]([N:4]1[C:8]([C:9]2[N:10]=[C:11]3[C:17]4[CH:18]=[CH:19][C:20]([C:22]5[CH:23]=[N:24][N:25]([C:27]([CH3:34])([CH3:33])[C:28]([O:30]CC)=[O:29])[CH:26]=5)=[CH:21][C:16]=4[O:15][CH2:14][CH2:13][N:12]3[CH:35]=2)=[N:7][CH:6]=[N:5]1)([CH3:3])[CH3:2].[OH-].[Li+]. Product: [CH:1]([N:4]1[C:8]([C:9]2[N:10]=[C:11]3[C:17]4[CH:18]=[CH:19][C:20]([C:22]5[CH:23]=[N:24][N:25]([C:27]([CH3:33])([CH3:34])[C:28]([OH:30])=[O:29])[CH:26]=5)=[CH:21][C:16]=4[O:15][CH2:14][CH2:13][N:12]3[CH:35]=2)=[N:7][CH:6]=[N:5]1)([CH3:3])[CH3:2]. The catalyst class is: 6. (3) Reactant: [C:1](/[C:3](=[C:16](\[C:18]1[CH:23]=[CH:22][C:21]([OH:24])=[CH:20][CH:19]=1)/[CH3:17])/[C:4]([NH:6][CH2:7][CH2:8][CH2:9][CH2:10][CH2:11][CH2:12][CH2:13][CH2:14][CH3:15])=[O:5])#[N:2].S(Cl)([Cl:28])(=O)=O.C(=O)([O-])O.[Na+]. Product: [Cl:28][C:22]1[CH:23]=[C:18](/[C:16](/[CH3:17])=[C:3](\[C:1]#[N:2])/[C:4]([NH:6][CH2:7][CH2:8][CH2:9][CH2:10][CH2:11][CH2:12][CH2:13][CH2:14][CH3:15])=[O:5])[CH:19]=[CH:20][C:21]=1[OH:24]. The catalyst class is: 1. (4) Reactant: [NH:1]1[CH2:8][CH2:7][CH2:6][C@H:2]1[C:3]([OH:5])=[O:4].[C:9](Cl)(=[O:18])[O:10][CH2:11][C:12]1[CH:17]=[CH:16][CH:15]=[CH:14][CH:13]=1. Product: [CH2:11]([O:10][C:9]([N:1]1[CH2:8][CH2:7][CH2:6][C@H:2]1[C:3]([OH:5])=[O:4])=[O:18])[C:12]1[CH:17]=[CH:16][CH:15]=[CH:14][CH:13]=1. The catalyst class is: 74. (5) Reactant: C([O:3][C:4]([C:6]1[C:10]([NH:11][C:12](=[O:21])[C:13]2[C:18]([F:19])=[CH:17][CH:16]=[CH:15][C:14]=2[F:20])=[CH:9][NH:8][N:7]=1)=[O:5])C. Product: [F:19][C:18]1[CH:17]=[CH:16][CH:15]=[C:14]([F:20])[C:13]=1[C:12]([NH:11][C:10]1[C:6]([C:4]([OH:5])=[O:3])=[N:7][NH:8][CH:9]=1)=[O:21]. The catalyst class is: 562. (6) Reactant: [F:1][C:2]1[CH:7]=[CH:6][C:5]([N:8]2[C:12]3[N:13]=[CH:14][N:15]([CH2:18][C:19]4([OH:32])[CH2:24][CH2:23][N:22](C(OC(C)(C)C)=O)[CH2:21][CH2:20]4)[C:16](=[O:17])[C:11]=3[CH:10]=[N:9]2)=[CH:4][CH:3]=1.[F:33][C:34]([F:39])([F:38])[C:35]([OH:37])=[O:36]. Product: [F:33][C:34]([F:39])([F:38])[C:35]([OH:37])=[O:36].[F:1][C:2]1[CH:3]=[CH:4][C:5]([N:8]2[C:12]3[N:13]=[CH:14][N:15]([CH2:18][C:19]4([OH:32])[CH2:24][CH2:23][NH:22][CH2:21][CH2:20]4)[C:16](=[O:17])[C:11]=3[CH:10]=[N:9]2)=[CH:6][CH:7]=1. The catalyst class is: 4. (7) Reactant: [Cl:1][C:2]1[CH:3]=[CH:4][C:5]([C:21]([F:24])([F:23])[F:22])=[C:6]([C:8]2[S:9](=[O:20])(=[O:19])[CH2:10][C:11]3[N:12]=[CH:13][CH:14]=[N:15][C:16]=3[C:17]=2[OH:18])[CH:7]=1.C(N(CC)C(C)C)(C)C.[CH2:34]([O:36][CH2:37]Cl)[CH3:35]. Product: [Cl:1][C:2]1[CH:3]=[CH:4][C:5]([C:21]([F:23])([F:24])[F:22])=[C:6]([C:8]2[S:9](=[O:19])(=[O:20])[CH2:10][C:11]3[N:12]=[CH:13][CH:14]=[N:15][C:16]=3[C:17]=2[O:18][CH2:37][O:36][CH2:34][CH3:35])[CH:7]=1. The catalyst class is: 9. (8) Reactant: [N+:1]([C:4]1[CH:5]=[C:6]2[C:10](=[CH:11][CH:12]=1)[CH2:9][CH:8]([NH:13][C:14]([C:16]1[CH:21]=[CH:20][CH:19]=[CH:18][N:17]=1)=[O:15])[CH2:7]2)([O-])=O.[H][H]. Product: [NH2:1][C:4]1[CH:5]=[C:6]2[C:10](=[CH:11][CH:12]=1)[CH2:9][CH:8]([NH:13][C:14]([C:16]1[CH:21]=[CH:20][CH:19]=[CH:18][N:17]=1)=[O:15])[CH2:7]2. The catalyst class is: 541. (9) Reactant: [OH:1][CH2:2][CH2:3][C:4]1[CH:16]=[CH:15][C:7]([NH:8][C:9](=[O:14])[C:10]([F:13])([F:12])[F:11])=[CH:6][CH:5]=1.C(N(CC)C(C)C)(C)C.Cl[CH2:27][O:28][CH2:29][C:30]1[CH:35]=[CH:34][CH:33]=[CH:32][CH:31]=1. Product: [CH2:29]([O:28][CH2:27][O:1][CH2:2][CH2:3][C:4]1[CH:16]=[CH:15][C:7]([NH:8][C:9](=[O:14])[C:10]([F:12])([F:13])[F:11])=[CH:6][CH:5]=1)[C:30]1[CH:35]=[CH:34][CH:33]=[CH:32][CH:31]=1. The catalyst class is: 217.